Dataset: Forward reaction prediction with 1.9M reactions from USPTO patents (1976-2016). Task: Predict the product of the given reaction. (1) Given the reactants [OH-].[Na+].C[O:4][C:5]([C:7]1[N:8]=[C:9]2[C:14]([C:15]([F:18])([F:17])[F:16])=[CH:13][C:12]([C:19]3[CH:20]=[N:21][N:22](C(OC(C)(C)C)=O)[CH:23]=3)=[CH:11][N:10]2[C:31]=1[Cl:32])=[O:6].C(O)(=O)CC(CC(O)=O)(C(O)=O)O, predict the reaction product. The product is: [Cl:32][C:31]1[N:10]2[CH:11]=[C:12]([C:19]3[CH:20]=[N:21][NH:22][CH:23]=3)[CH:13]=[C:14]([C:15]([F:18])([F:16])[F:17])[C:9]2=[N:8][C:7]=1[C:5]([OH:6])=[O:4]. (2) Given the reactants [Cl:1][C:2]1[CH:3]=[C:4]([C:10]2[C:11]([CH3:26])=[N:12][N:13]([CH2:16][C:17]3[CH:25]=[CH:24][C:20]([C:21]([NH2:23])=O)=[CH:19][CH:18]=3)[C:14]=2[CH3:15])[CH:5]=[CH:6][C:7]=1[C:8]#[N:9].COC1C=CC(P2(SP(C3C=CC(OC)=CC=3)(=S)S2)=[S:36])=CC=1, predict the reaction product. The product is: [Cl:1][C:2]1[CH:3]=[C:4]([C:10]2[C:11]([CH3:26])=[N:12][N:13]([CH2:16][C:17]3[CH:25]=[CH:24][C:20]([C:21](=[S:36])[NH2:23])=[CH:19][CH:18]=3)[C:14]=2[CH3:15])[CH:5]=[CH:6][C:7]=1[C:8]#[N:9]. (3) Given the reactants C(=O)([O-])[O-].[K+].[K+].[N+:7]([C:10]1[N:11]=[CH:12][NH:13][CH:14]=1)([O-:9])=[O:8].Br[CH2:16][C:17]#[CH:18], predict the reaction product. The product is: [N+:7]([C:10]1[N:11]=[CH:12][N:13]([CH2:18][C:17]#[CH:16])[CH:14]=1)([O-:9])=[O:8].